The task is: Predict which catalyst facilitates the given reaction.. This data is from Catalyst prediction with 721,799 reactions and 888 catalyst types from USPTO. (1) Reactant: [C:1]([O:5][C:6]([NH:8][CH2:9][C:10]1[C:11]([OH:20])=[C:12]([CH:17]=[CH:18][CH:19]=1)[C:13]([O:15]C)=[O:14])=[O:7])([CH3:4])([CH3:3])[CH3:2].C[Si](C)(C)[O-].[K+]. Product: [C:1]([O:5][C:6]([NH:8][CH2:9][C:10]1[C:11]([OH:20])=[C:12]([CH:17]=[CH:18][CH:19]=1)[C:13]([OH:15])=[O:14])=[O:7])([CH3:4])([CH3:2])[CH3:3]. The catalyst class is: 7. (2) Reactant: [Cl:1]N1C(=O)CCC1=O.[CH2:9]([O:11][C:12](=[O:21])[CH2:13][C:14]1[CH:19]=[CH:18][C:17]([NH2:20])=[CH:16][CH:15]=1)[CH3:10]. Product: [CH2:9]([O:11][C:12](=[O:21])[CH2:13][C:14]1[CH:15]=[CH:16][C:17]([NH2:20])=[C:18]([Cl:1])[CH:19]=1)[CH3:10]. The catalyst class is: 10.